Task: Predict which catalyst facilitates the given reaction.. Dataset: Catalyst prediction with 721,799 reactions and 888 catalyst types from USPTO (1) Reactant: [F:1][C:2]1[CH:7]=[CH:6][C:5]([F:8])=[CH:4][C:3]=1[NH:9]N.[C:11]([O:16][CH2:17][CH3:18])(=[O:15])[C:12]([CH3:14])=O. Product: [F:8][C:5]1[CH:6]=[CH:7][C:2]([F:1])=[C:3]2[C:4]=1[CH:14]=[C:12]([C:11]([O:16][CH2:17][CH3:18])=[O:15])[NH:9]2. The catalyst class is: 15. (2) Reactant: ClCC([O:5][C@@H:6]1[CH2:10][CH2:9][C:8]([F:12])([F:11])[C@H:7]1[N:13]([CH2:18][C:19]1[CH:24]=[CH:23][CH:22]=[CH:21][CH:20]=1)[C:14](=[O:17])[CH2:15][Cl:16])=O.C([O-])([O-])=O.[K+].[K+]. Product: [CH2:18]([N:13]([C@H:7]1[C@H:6]([OH:5])[CH2:10][CH2:9][C:8]1([F:11])[F:12])[C:14](=[O:17])[CH2:15][Cl:16])[C:19]1[CH:20]=[CH:21][CH:22]=[CH:23][CH:24]=1. The catalyst class is: 5.